Dataset: NCI-60 drug combinations with 297,098 pairs across 59 cell lines. Task: Regression. Given two drug SMILES strings and cell line genomic features, predict the synergy score measuring deviation from expected non-interaction effect. (1) Drug 1: COC1=C2C(=CC3=C1OC=C3)C=CC(=O)O2. Cell line: MCF7. Synergy scores: CSS=9.18, Synergy_ZIP=-2.62, Synergy_Bliss=1.68, Synergy_Loewe=-11.1, Synergy_HSA=-0.426. Drug 2: C1CCC(C(C1)N)N.C(=O)(C(=O)[O-])[O-].[Pt+4]. (2) Drug 1: C1=NC2=C(N1)C(=S)N=C(N2)N. Drug 2: C1C(C(OC1N2C=NC(=NC2=O)N)CO)O. Cell line: A498. Synergy scores: CSS=18.1, Synergy_ZIP=-2.26, Synergy_Bliss=0.396, Synergy_Loewe=0.305, Synergy_HSA=-0.130.